This data is from Forward reaction prediction with 1.9M reactions from USPTO patents (1976-2016). The task is: Predict the product of the given reaction. (1) The product is: [CH2:51]([C:12]1([OH:11])[C:17]2[CH:18]=[C:19]3[N:27]([C:28](=[O:29])[C:16]=2[CH2:15][O:14][C:13]1=[O:50])[CH2:26][C:25]1[C:24]([CH2:30][CH2:31][Si:32]([CH3:45])([CH3:44])[CH2:33][CH2:34][CH2:35][O:36][C:37]([C:39]2[O:43][NH:42][CH2:41][CH:40]=2)=[O:38])=[C:23]2[CH:46]=[CH:47][CH:48]=[CH:49][C:22]2=[N:21][C:20]3=1)[CH3:52]. Given the reactants C(OC([O:11][C:12]1([CH2:51][CH3:52])[C:17]2[CH:18]=[C:19]3[N:27]([C:28](=[O:29])[C:16]=2[CH2:15][O:14][C:13]1=[O:50])[CH2:26][C:25]1[C:24]([CH2:30][CH2:31][Si:32]([CH3:45])([CH3:44])[CH2:33][CH2:34][CH2:35][O:36][C:37]([C:39]2[O:43][N:42]=[CH:41][CH:40]=2)=[O:38])=[C:23]2[CH:46]=[CH:47][CH:48]=[CH:49][C:22]2=[N:21][C:20]3=1)=O)C1C=CC=CC=1.[H][H], predict the reaction product. (2) Given the reactants Cl[CH2:2][C:3]([N:5]1[CH2:9][C:8](=[O:10])[N:7]([C:11]2[CH:16]=[CH:15][CH:14]=[C:13]([Cl:17])[C:12]=2[CH3:18])[CH2:6]1)=[O:4].[NH:19]1[C:23]2=[N:24][CH:25]=[CH:26][CH:27]=[C:22]2[CH:21]=[N:20]1.C(=O)([O-])[O-].[Cs+].[Cs+], predict the reaction product. The product is: [Cl:17][C:13]1[C:12]([CH3:18])=[C:11]([N:7]2[C:8](=[O:10])[CH2:9][N:5]([C:3](=[O:4])[CH2:2][N:20]3[CH:21]=[C:22]4[C:23]([N:24]=[CH:25][CH:26]=[CH:27]4)=[N:19]3)[CH2:6]2)[CH:16]=[CH:15][CH:14]=1. (3) The product is: [N:41]1[CH:42]=[CH:43][CH:44]=[N:45][C:40]=1[C:37]1([NH:36][C:34]([C@@H:33]([NH:32][C:16]([C:13]2[N:12]3[C@@:8]([CH2:7][C:6]4[CH:30]=[CH:31][C:3]([C:1]#[N:2])=[CH:4][CH:5]=4)([CH3:29])[C:9](=[O:28])[N:10]([C:19]4[CH:24]=[C:23]([Cl:25])[CH:22]=[C:21]([Cl:27])[CH:20]=4)[C:11]3=[N:15][CH:14]=2)=[O:17])[CH3:46])=[O:35])[CH2:38][CH2:39]1. Given the reactants [C:1]([C:3]1[CH:31]=[CH:30][C:6]([CH2:7][C@@:8]2([CH3:29])[N:12]3[C:13]([C:16](O)=[O:17])=[CH:14][N:15]=[C:11]3[N:10]([C:19]3[CH:24]=[C:23]([Cl:25])[C:22](F)=[C:21]([Cl:27])[CH:20]=3)[C:9]2=[O:28])=[CH:5][CH:4]=1)#[N:2].[NH2:32][C@@H:33]([CH3:46])[C:34]([NH:36][C:37]1([C:40]2[N:45]=[CH:44][CH:43]=[CH:42][N:41]=2)[CH2:39][CH2:38]1)=[O:35].CN(C(ON1N=NC2C=CC=NC1=2)=[N+](C)C)C.F[P-](F)(F)(F)(F)F.CCN(C(C)C)C(C)C, predict the reaction product. (4) Given the reactants Br[C:2]1[CH:3]=[C:4]([O:9][CH2:10][C:11]2[C:16]([F:17])=[CH:15][CH:14]=[C:13]([F:18])[C:12]=2[Cl:19])[C:5]([NH2:8])=[N:6][CH:7]=1.CC1(C)C(C)(C)OB([C:28]2[CH:33]=[CH:32][C:31]([NH:34][S:35]([CH2:38][CH2:39][N:40]([CH2:43][CH3:44])[CH2:41][CH3:42])(=[O:37])=[O:36])=[CH:30][CH:29]=2)O1, predict the reaction product. The product is: [NH2:8][C:5]1[N:6]=[CH:7][C:2]([C:28]2[CH:33]=[CH:32][C:31]([NH:34][S:35]([CH2:38][CH2:39][N:40]([CH2:43][CH3:44])[CH2:41][CH3:42])(=[O:36])=[O:37])=[CH:30][CH:29]=2)=[CH:3][C:4]=1[O:9][CH2:10][C:11]1[C:16]([F:17])=[CH:15][CH:14]=[C:13]([F:18])[C:12]=1[Cl:19].